Dataset: Experimentally validated miRNA-target interactions with 360,000+ pairs, plus equal number of negative samples. Task: Binary Classification. Given a miRNA mature sequence and a target amino acid sequence, predict their likelihood of interaction. (1) The miRNA is hsa-miR-1207-3p with sequence UCAGCUGGCCCUCAUUUC. The protein sequence of the target gene is MNLETGSRGSEFGMSAVSCGNGKLRQWLIDQIDSGKYPGLVWENEEKSVFRIPWKHAGKQDYNREEDAALFKAWALFKGKFREGIDKPDPPTWKTRLRCALNKSNDFEELVERSQLDISDPYKVYRIVPEGAKKGAKQLTLDDTQMAMGHPYPMTAPYGSLPAQQVHNYMMPPHDRSWRDYAPDQSHPEIPYQCPVTFGPRGHHWQGPSCENGCQVTGTFYACAPPESQAPGIPIEPSIRSAEALALSDCRLHICLYYRDILVKELTTTSPEGCRISHGHTYDVSNLDQVLFPYPDDNGQ.... Result: 0 (no interaction). (2) The miRNA is hsa-miR-7154-3p with sequence AGGAGGACAAGUUGUGGGAU. The protein sequence of the target gene is MKIATVSVLLPLALCLIQDAASKNEDQEMCHEFQAFMKNGKLFCPQDKKFFQSLDGIMFINKCATCKMILEKEAKSQKRARHLARAPKATAPTELNCDDFKKGERDGDFICPDYYEAVCGTDGKTYDNRCALCAENAKTGSQIGVKSEGECKSSNPEQDVCSAFRPFVRDGRLGCTRENDPVLGPDGKTHGNKCAMCAELFLKEAENAKREGETRIRRNAEKDFCKEYEKQVRNGRLFCTRESDPVRGPDGRMHGNKCALCAEIFKQRFSEENSKTDQNLGKAEEKTKVKREIVKLCSQY.... Result: 0 (no interaction). (3) The miRNA is hsa-miR-3177-5p with sequence UGUGUACACACGUGCCAGGCGCU. The protein sequence of the target gene is MMAYSDTTMMSDDIDWLRSHRGVCKVDLYNPEGQQDQDRKVICFVDVSTLNVEDKDYKDAASSSSEGNLNLGSLEEKEIIVIKDTEKKDQSKTEGSVCLFKQAPSDPVSVLNWLLSDLQKYALGFQHALSPSTSTCKHKVGDTEGEYHRASSENCYSVYADQVNIDYLMNRPQNLRLEMTAAKNTNNNQSPSAPPAKPPSTQRAVISPDGECSIDDLSFYVNRLSSLVIQMAHKEIKEKLEGKSKCLHHSICPSPGNKERISPRTPASKIASEMAYEAVELTAAEMRGTGEESREGGQKS.... Result: 0 (no interaction). (4) The miRNA is hsa-miR-548f-5p with sequence UGCAAAAGUAAUCACAGUUUUU. The protein sequence of the target gene is MASQQDSGFFEISIKYLLKSWSNASPVGNGYIKPPVPPASGTHREKGPPAMLPINVDPDSKPGEYVLKSLFVNFTTQAERKIRIIMAEPLEKPLTKSLQRGEDPQFDQVISSMSSLSEYCLPSILRTLFDWYKRQNGIEDESHEYRPRTSNKSKSDEQQRDYLMERRDLAIDFIFSLVLIEVLKQIPLHPVIDSLIHDIINLAFKHFKYKEGYLGPNTGNMHIVADLYAEVIGVLAQAKFPAVKKKFMAELKELRHKEQSPYVVQSIISLIMGMKFFRIKMYPVEDFEASLQFMQECAHY.... Result: 0 (no interaction). (5) The miRNA is rno-miR-328a-3p with sequence CUGGCCCUCUCUGCCCUUCCGU. The protein sequence of the target gene is MTAAIRRQRELSILPKVTLEAMNTTVMQGFNRSERCPRDTRIVQLVFPALYTVVFLTGILLNTLALWVFVHIPSSSTFIIYLKNTLVADLIMTLMLPFKILSDSHLAPWQLRAFVCRFSSVIFYETMYVGIVLLGLIAFDRFLKIIRPLRNIFLKKPVFAKTVSIFIWFFLFFISLPNTILSNKEATPSSVKKCASLKGPLGLKWHQMVNNICQFIFWTVFILMLVFYVVIAKKVYDSYRKSKSKDRKNNKKLEGKVFVVVAVFFVCFAPFHFARVPYTHSQTNNKTDCRLQNQLFIAKE.... Result: 0 (no interaction). (6) The miRNA is hsa-miR-148b-3p with sequence UCAGUGCAUCACAGAACUUUGU. The protein sequence of the target gene is MATPRGRTKKKASFDHSPDSLPLRSSGRQAKKKATETTDEDEDGGSEKKYRKCEKAGCTATCPVCFASASERCAKNGYTSRWYHLSCGEHFCNECFDHYYRSHKDGYDKYTTWKKIWTSNGKTEPSPKAFMADQQLPYWVQCTKPECRKWRQLTKEIQLTPQIAKTYRCGMKPNTAIKPETSDHCSLPEDLRVLEVSNHWWYSMLILPPLLKDSVAAPLLSAYYPDCVGMSPSCTSTNRAAATGNASPGKLEHSKAALSVHVPGMNRYFQPFYQPNECGKALCVRPDVMELDELYEFPEY.... Result: 1 (interaction). (7) The miRNA is hsa-miR-181a-3p with sequence ACCAUCGACCGUUGAUUGUACC. The protein sequence of the target gene is MESCSVTRLECSGAISAHCSLHLPGSSDSPASASQIAGTTDAIWNEQEKAELFTDKFCQVCGVMLQFESQRISHYEGEKHAQNVSFYFQMHGEQNEVPGKKMKMHVENFQVHRYEGVDKNKFCDLCNMMFSSPLIAQSHYVGKVHAKKLKQLMEEHDQASPSGFQPEMAFSMRTYVCHICSIAFTSLDMFRSHMQGSEHQIKESIVINLVKNSRKTQDSYQNECADYINVQKARGLEAKTCFRKMEESSLETRRYREVVDSRPRHRMFEQRLPFETFRTYAAPYNISQAMEKQLPHSKKT.... Result: 0 (no interaction).